The task is: Predict the reactants needed to synthesize the given product.. This data is from Full USPTO retrosynthesis dataset with 1.9M reactions from patents (1976-2016). (1) Given the product [NH2:10][C:11]1[CH:16]=[CH:15][C:14]([O:17][C:18]2[CH:23]=[CH:22][N:21]=[C:20]([NH:24][C:25](=[O:26])[N:27]([CH3:35])[CH:28]3[CH2:29][CH2:30][N:31]([CH3:34])[CH2:32][CH2:33]3)[CH:19]=2)=[C:13]([F:36])[CH:12]=1, predict the reactants needed to synthesize it. The reactants are: C(OC(=O)[NH:10][C:11]1[CH:16]=[CH:15][C:14]([O:17][C:18]2[CH:23]=[CH:22][N:21]=[C:20]([NH:24][C:25]([N:27]([CH3:35])[CH:28]3[CH2:33][CH2:32][N:31]([CH3:34])[CH2:30][CH2:29]3)=[O:26])[CH:19]=2)=[C:13]([F:36])[CH:12]=1)C1C=CC=CC=1.[H][H]. (2) Given the product [CH3:1][C:2]1[C:3]([CH2:9][N:10]([CH2:17][C:18]2[C:27]3[C:22](=[CH:23][CH:24]=[CH:25][CH:26]=3)[CH:21]=[CH:20][N:19]=2)[CH2:11][CH2:12][CH2:48][CH2:49][N:45]([CH3:46])[C:43]([NH:42][C:38]2[NH:37][CH:41]=[CH:40][N:39]=2)=[O:44])=[N:4][CH:5]=[C:6]([CH3:8])[CH:7]=1, predict the reactants needed to synthesize it. The reactants are: [CH3:1][C:2]1[C:3]([CH2:9][N:10]([CH2:17][C:18]2[C:27]3[C:22](=[CH:23][CH:24]=[CH:25][CH:26]=3)[CH:21]=[CH:20][N:19]=2)[CH2:11][CH2:12]CCNC)=[N:4][CH:5]=[C:6]([CH3:8])[CH:7]=1.CCN(C(C)C)C(C)C.[NH:37]1[CH:41]=[CH:40][N:39]=[C:38]1[NH:42][C:43]([N:45]1[CH:49]=[CH:48]N=[CH:46]1)=[O:44]. (3) Given the product [Cl:40][C:14]([Cl:13])([Cl:39])[C:15]([N:17]1[CH2:22][CH2:21][N:20]([C:23]2[CH:24]=[C:25]([S:35]([N:8]3[C:9]4[C:5](=[CH:4][CH:3]=[C:2]([F:1])[CH:10]=4)[CH:6]=[CH:7]3)(=[O:36])=[O:37])[CH:26]=[CH:27][C:28]=2[O:29][CH2:30][C:31]([F:32])([F:33])[F:34])[CH2:19][CH2:18]1)=[O:16], predict the reactants needed to synthesize it. The reactants are: [F:1][C:2]1[CH:10]=[C:9]2[C:5]([CH:6]=[CH:7][NH:8]2)=[CH:4][CH:3]=1.[H-].[Na+].[Cl:13][C:14]([Cl:40])([Cl:39])[C:15]([N:17]1[CH2:22][CH2:21][N:20]([C:23]2[CH:24]=[C:25]([S:35](Cl)(=[O:37])=[O:36])[CH:26]=[CH:27][C:28]=2[O:29][CH2:30][C:31]([F:34])([F:33])[F:32])[CH2:19][CH2:18]1)=[O:16]. (4) Given the product [Cl:19][C:17]1[CH:16]=[CH:15][C:14]2[N:8]([CH2:7][C:6]([CH3:44])([CH3:45])[CH2:5][OH:4])[C:9](=[O:43])[C@@H:10]([CH2:30][C:31]([NH:33][C:34]3[S:35][C:36]([C:40]([OH:42])=[O:41])=[C:37]([CH3:39])[N:38]=3)=[O:32])[O:11][C@H:12]([C:20]3[CH:25]=[CH:24][CH:23]=[C:22]([O:26][CH3:27])[C:21]=3[O:28][CH3:29])[C:13]=2[CH:18]=1, predict the reactants needed to synthesize it. The reactants are: C([O:4][CH2:5][C:6]([CH3:45])([CH3:44])[CH2:7][N:8]1[C:14]2[CH:15]=[CH:16][C:17]([Cl:19])=[CH:18][C:13]=2[C@@H:12]([C:20]2[CH:25]=[CH:24][CH:23]=[C:22]([O:26][CH3:27])[C:21]=2[O:28][CH3:29])[O:11][C@H:10]([CH2:30][C:31]([NH:33][C:34]2[S:35][C:36]([C:40]([OH:42])=[O:41])=[C:37]([CH3:39])[N:38]=2)=[O:32])[C:9]1=[O:43])(=O)C.C(=O)([O-])[O-].[K+].[K+].Cl. (5) The reactants are: [CH3:1][N:2]([CH3:11])[C:3]1[CH:10]=[CH:9][C:6]([CH:7]=O)=[CH:5][CH:4]=1.[CH2:12]([C:16]1[CH:22]=[CH:21][C:19]([NH2:20])=[CH:18][CH:17]=1)[CH2:13][CH2:14][CH3:15]. Given the product [CH2:12]([C:16]1[CH:17]=[CH:18][C:19]([NH:20][CH2:7][C:6]2[CH:9]=[CH:10][C:3]([N:2]([CH3:11])[CH3:1])=[CH:4][CH:5]=2)=[CH:21][CH:22]=1)[CH2:13][CH2:14][CH3:15], predict the reactants needed to synthesize it. (6) Given the product [Cl:20][C:14]1[CH:15]=[C:16]([N:19]=[N:31][C:24]2[CH:25]=[CH:26][CH:27]=[CH:22][N:33]=2)[CH:17]=[CH:18][C:13]=1[C:10]1[O:9][C:8]([C:5]2[CH:6]=[CH:7][C:2]([N:1]=[N:31][C:24]3[CH:25]=[CH:26][CH:27]=[CH:22][N:33]=3)=[CH:3][C:4]=2[Cl:21])=[CH:12][CH:11]=1, predict the reactants needed to synthesize it. The reactants are: [NH2:1][C:2]1[CH:7]=[CH:6][C:5]([C:8]2[O:9][C:10]([C:13]3[CH:18]=[CH:17][C:16]([NH2:19])=[CH:15][C:14]=3[Cl:20])=[CH:11][CH:12]=2)=[C:4]([Cl:21])[CH:3]=1.[C:22]1([NH2:33])[C:27](F)=[C:26](F)[C:25](F)=[C:24]([NH2:31])C=1F.Cl.Cl.